Predict the product of the given reaction. From a dataset of Forward reaction prediction with 1.9M reactions from USPTO patents (1976-2016). (1) Given the reactants [CH3:1][O:2][C:3](=[O:23])[C:4]([C:6]1[C:14]2[C:9](=[CH:10][C:11]([O:15]CC3C=CC=CC=3)=[CH:12][CH:13]=2)[NH:8][CH:7]=1)=O, predict the reaction product. The product is: [CH3:1][O:2][C:3](=[O:23])[CH2:4][C:6]1[C:14]2[C:9](=[CH:10][C:11]([OH:15])=[CH:12][CH:13]=2)[NH:8][CH:7]=1. (2) The product is: [CH3:12][C:13]1[S:14][C:15]2[C:21]([O:22][CH:23]([CH3:31])[CH2:24][C:25]3[CH:26]=[CH:27][CH:28]=[CH:29][CH:30]=3)=[CH:20][C:19]([C:32]([NH:1][C:2]3[CH:6]=[CH:5][N:4]([CH3:7])[N:3]=3)=[O:33])=[CH:18][C:16]=2[CH:17]=1. Given the reactants [NH2:1][C:2]1[CH:6]=[CH:5][N:4]([CH3:7])[N:3]=1.[Al](Cl)(C)C.[CH3:12][C:13]1[S:14][C:15]2[C:21]([O:22][C@@H:23]([CH3:31])[CH2:24][C:25]3[CH:30]=[CH:29][CH:28]=[CH:27][CH:26]=3)=[CH:20][C:19]([C:32](OCC)=[O:33])=[CH:18][C:16]=2[CH:17]=1, predict the reaction product. (3) Given the reactants [F:1][C:2]([F:29])([F:28])[CH2:3][N:4]1[C:9](=[O:10])[C:8]([O:11][CH2:12][C:13]([CH3:17])([CH3:16])[CH2:14][OH:15])=[C:7]([C:18]2[CH:23]=[CH:22][C:21]([S:24]([NH2:27])(=[O:26])=[O:25])=[CH:20][CH:19]=2)[CH:6]=[N:5]1.[C:30](OC(=O)C)(=[O:32])[CH3:31].C(N(CC)CC)C, predict the reaction product. The product is: [F:29][C:2]([F:28])([F:1])[CH2:3][N:4]1[C:9](=[O:10])[C:8]([O:11][CH2:12][C:13]([CH3:17])([CH3:16])[CH2:14][OH:15])=[C:7]([C:18]2[CH:23]=[CH:22][C:21]([S:24]([NH:27][C:30](=[O:32])[CH3:31])(=[O:26])=[O:25])=[CH:20][CH:19]=2)[CH:6]=[N:5]1. (4) Given the reactants O=[C:2]1[C:14]2[C:13]3[C:12]([C:15]([O:17]C)=O)=[CH:11][CH:10]=[CH:9][C:8]=3[NH:7][C:6]=2[CH2:5][N:4]([C:19]([O:21][CH2:22][C:23]2[CH:28]=[CH:27][CH:26]=[CH:25][CH:24]=2)=[O:20])[CH2:3]1.C(O)(=O)C.O.[NH2:34][NH2:35], predict the reaction product. The product is: [O:17]=[C:15]1[C:12]2=[CH:11][CH:10]=[CH:9][C:8]3[NH:7][C:6]4[CH2:5][N:4]([C:19]([O:21][CH2:22][C:23]5[CH:28]=[CH:27][CH:26]=[CH:25][CH:24]=5)=[O:20])[CH2:3][C:2]([C:14]=4[C:13]=32)=[N:35][NH:34]1. (5) The product is: [CH:1]1([CH2:4][O:5][C:6]([C@@:8]23[CH2:17][N:16]([S:18]([C:21]4[CH:22]=[N:23][C:24]([N:38]5[CH2:43][CH2:42][O:41][CH2:40][CH2:39]5)=[CH:25][CH:26]=4)(=[O:20])=[O:19])[CH2:15][CH2:14][C:13]2=[CH:12][C:11]2[N:28]([C:31]4[CH:36]=[CH:35][C:34]([F:37])=[CH:33][CH:32]=4)[N:29]=[CH:30][C:10]=2[CH2:9]3)=[O:7])[CH2:3][CH2:2]1. Given the reactants [CH:1]1([CH2:4][O:5][C:6]([C@@:8]23[CH2:17][N:16]([S:18]([C:21]4[CH:22]=[N:23][C:24](Cl)=[CH:25][CH:26]=4)(=[O:20])=[O:19])[CH2:15][CH2:14][C:13]2=[CH:12][C:11]2[N:28]([C:31]4[CH:36]=[CH:35][C:34]([F:37])=[CH:33][CH:32]=4)[N:29]=[CH:30][C:10]=2[CH2:9]3)=[O:7])[CH2:3][CH2:2]1.[NH:38]1[CH2:43][CH2:42][O:41][CH2:40][CH2:39]1, predict the reaction product. (6) Given the reactants Cl.[NH2:2][C@@H:3]1[CH2:5][C@H:4]1[C:6]1[CH:7]=[CH:8][C:9]([F:16])=[C:10]([CH:15]=1)[C:11]([O:13][CH3:14])=[O:12].C(=O)([O-])O.[Na+].[CH:22]1([CH:25]=O)[CH2:24][CH2:23]1.[BH4-].[Na+].[C:29](O[C:29]([O:31][C:32]([CH3:35])([CH3:34])[CH3:33])=[O:30])([O:31][C:32]([CH3:35])([CH3:34])[CH3:33])=[O:30], predict the reaction product. The product is: [C:32]([O:31][C:29]([N:2]([CH2:25][CH:22]1[CH2:23][CH2:24]1)[C@@H:3]1[CH2:5][C@H:4]1[C:6]1[CH:7]=[CH:8][C:9]([F:16])=[C:10]([CH:15]=1)[C:11]([O:13][CH3:14])=[O:12])=[O:30])([CH3:35])([CH3:34])[CH3:33]. (7) Given the reactants [CH3:1][C:2]1[C:7]([CH3:8])=[C:6]([NH:9][CH2:10][CH2:11][CH2:12][CH2:13][NH:14][C:15](=[O:21])[O:16][C:17]([CH3:20])([CH3:19])[CH3:18])[C:5]([N+:22]([O-])=O)=[C:4]([O:25][C:26]2[CH:31]=[CH:30][CH:29]=[CH:28][CH:27]=2)[N:3]=1, predict the reaction product. The product is: [NH2:22][C:5]1[C:4]([O:25][C:26]2[CH:27]=[CH:28][CH:29]=[CH:30][CH:31]=2)=[N:3][C:2]([CH3:1])=[C:7]([CH3:8])[C:6]=1[NH:9][CH2:10][CH2:11][CH2:12][CH2:13][NH:14][C:15](=[O:21])[O:16][C:17]([CH3:20])([CH3:19])[CH3:18]. (8) Given the reactants [Br:1][C:2]1[CH:3]=[C:4]([C:9]([O:11]CC)=[O:10])[NH:5][C:6]=1[CH2:7][CH3:8].ClC1C=C(C(O)=O)NC=1C, predict the reaction product. The product is: [Br:1][C:2]1[CH:3]=[C:4]([C:9]([OH:11])=[O:10])[NH:5][C:6]=1[CH2:7][CH3:8].